Dataset: Merck oncology drug combination screen with 23,052 pairs across 39 cell lines. Task: Regression. Given two drug SMILES strings and cell line genomic features, predict the synergy score measuring deviation from expected non-interaction effect. (1) Drug 1: CN1C(=O)C=CC2(C)C3CCC4(C)C(NC(=O)OCC(F)(F)F)CCC4C3CCC12. Drug 2: O=c1[nH]cc(F)c(=O)[nH]1. Cell line: NCIH2122. Synergy scores: synergy=7.61. (2) Drug 1: C=CCn1c(=O)c2cnc(Nc3ccc(N4CCN(C)CC4)cc3)nc2n1-c1cccc(C(C)(C)O)n1. Drug 2: NC1CCCCC1N.O=C(O)C(=O)O.[Pt+2]. Cell line: SKMEL30. Synergy scores: synergy=-4.50. (3) Drug 1: CN1C(=O)C=CC2(C)C3CCC4(C)C(NC(=O)OCC(F)(F)F)CCC4C3CCC12. Drug 2: CC1CC2C3CCC4=CC(=O)C=CC4(C)C3(F)C(O)CC2(C)C1(O)C(=O)CO. Cell line: SW837. Synergy scores: synergy=1.93. (4) Drug 1: O=P1(N(CCCl)CCCl)NCCCO1. Drug 2: C#Cc1cccc(Nc2ncnc3cc(OCCOC)c(OCCOC)cc23)c1. Cell line: SW620. Synergy scores: synergy=-11.9. (5) Drug 1: N#Cc1ccc(Cn2cncc2CN2CCN(c3cccc(Cl)c3)C(=O)C2)cc1. Drug 2: CC1(c2nc3c(C(N)=O)cccc3[nH]2)CCCN1. Cell line: OCUBM. Synergy scores: synergy=5.70. (6) Drug 1: CS(=O)(=O)CCNCc1ccc(-c2ccc3ncnc(Nc4ccc(OCc5cccc(F)c5)c(Cl)c4)c3c2)o1. Drug 2: CCc1cnn2c(NCc3ccc[n+]([O-])c3)cc(N3CCCCC3CCO)nc12. Cell line: DLD1. Synergy scores: synergy=43.9. (7) Drug 1: CCC1=CC2CN(C1)Cc1c([nH]c3ccccc13)C(C(=O)OC)(c1cc3c(cc1OC)N(C)C1C(O)(C(=O)OC)C(OC(C)=O)C4(CC)C=CCN5CCC31C54)C2. Drug 2: CC(C)CC(NC(=O)C(Cc1ccccc1)NC(=O)c1cnccn1)B(O)O. Cell line: SW620. Synergy scores: synergy=1.76. (8) Drug 1: CN(C)C(=N)N=C(N)N. Drug 2: Cc1nc(Nc2ncc(C(=O)Nc3c(C)cccc3Cl)s2)cc(N2CCN(CCO)CC2)n1. Cell line: OCUBM. Synergy scores: synergy=-1.19.